The task is: Predict the reactants needed to synthesize the given product.. This data is from Full USPTO retrosynthesis dataset with 1.9M reactions from patents (1976-2016). (1) Given the product [OH:18][C@@H:20]1[CH2:21][C:22]2[C:27](=[C:26]([O:28][CH3:29])[CH:25]=[CH:24][CH:23]=2)[C@H:19]1[O:16][C:7]1[C:8]2[N:9]([C:11]([CH3:15])=[C:12]([CH3:14])[N:13]=2)[CH:10]=[C:5]([C:3]([N:2]([CH3:1])[CH3:17])=[O:4])[CH:6]=1, predict the reactants needed to synthesize it. The reactants are: [CH3:1][N:2]([CH3:17])[C:3]([C:5]1[CH:6]=[C:7]([OH:16])[C:8]2[N:9]([C:11]([CH3:15])=[C:12]([CH3:14])[N:13]=2)[CH:10]=1)=[O:4].[O:18]1[CH:20]2[CH2:21][C:22]3[C:27]([CH:19]12)=[C:26]([O:28][CH3:29])[CH:25]=[CH:24][CH:23]=3.C(N(CC)CC)C. (2) Given the product [F:17][C:14]1[CH:13]=[CH:12][C:11]([C:10]2[N:18]=[CH:19][N:28]([CH:29]3[CH2:37][CH:36]4[N:32]([CH2:33][CH2:34][CH2:35]4)[CH2:31][CH2:30]3)[C:27]=2[C:24]2[CH:23]=[CH:22][N:21]=[CH:26][CH:25]=2)=[CH:16][CH:15]=1, predict the reactants needed to synthesize it. The reactants are: C1(C)C=CC(S([CH:10]([N+:18]#[C-:19])[C:11]2[CH:16]=[CH:15][C:14]([F:17])=[CH:13][CH:12]=2)(=O)=O)=CC=1.[N:21]1[CH:26]=[CH:25][C:24]([CH:27]=[N:28][CH:29]2[CH2:37][CH:36]3[N:32]([CH2:33][CH2:34][CH2:35]3)[CH2:31][CH2:30]2)=[CH:23][CH:22]=1.C1CCN2C(=NCCC2)CC1.